Dataset: Full USPTO retrosynthesis dataset with 1.9M reactions from patents (1976-2016). Task: Predict the reactants needed to synthesize the given product. The reactants are: [CH:1]1([NH2:6])[CH2:5][CH2:4][CH2:3][CH2:2]1.O=[C:8]([CH2:13][C:14]([OH:16])=[O:15])[CH2:9][C:10]([OH:12])=[O:11].Cl[CH2:18][CH:19]=O.Cl. Given the product [C:10]([CH2:9][C:8]1[N:6]([CH:1]2[CH2:5][CH2:4][CH2:3][CH2:2]2)[CH:18]=[CH:19][C:13]=1[C:14]([OH:16])=[O:15])([OH:12])=[O:11], predict the reactants needed to synthesize it.